Dataset: Reaction yield outcomes from USPTO patents with 853,638 reactions. Task: Predict the reaction yield, written as a fraction of the theoretical maximum amount of product (1.0 means a 100% yield; for example, 0.34 means a 34% yield). (1) The reactants are [CH3:1][O:2][C:3]1[CH:8]=[C:7]([N+:9]([O-])=O)[CH:6]=[CH:5][C:4]=1[C:12]1[S:16][C:15]([CH3:17])=[N:14][CH:13]=1. The catalyst is C(O)C. The product is [CH3:1][O:2][C:3]1[CH:8]=[C:7]([NH2:9])[CH:6]=[CH:5][C:4]=1[C:12]1[S:16][C:15]([CH3:17])=[N:14][CH:13]=1. The yield is 0.910. (2) The reactants are [OH:1][C:2]1[C:3]([C:16]([NH:18][C@@H:19]([C:21]2[CH:26]=[CH:25][CH:24]=[CH:23][CH:22]=2)[CH3:20])=[O:17])=[CH:4][N:5]([CH2:9][C:10]2[CH:15]=[CH:14][CH:13]=[CH:12][CH:11]=2)[C:6](=[O:8])[CH:7]=1.OC1C([C:42]([OH:44])=[O:43])=CN(CC2C=CC=CC=2)C(=O)C=1.CN(C(ON1N=NC2C=CC=NC1=2)=[N+](C)C)C.F[P-](F)(F)(F)(F)F.[CH3:69][N:70](C)[CH:71]=[O:72]. The catalyst is C(Cl)Cl.C(OCC)(=O)C. The product is [OH:1][C:2]1[C:3]([C:16]([NH:18][C@@H:19]([C:21]2[CH:22]=[CH:23][CH:24]=[CH:25][CH:26]=2)[CH3:20])=[O:17])=[CH:4][N:5]([CH2:9][C:10]2[CH:15]=[CH:14][CH:13]=[CH:12][CH:11]=2)[C:6](=[O:8])[C:7]=1[C:71]([NH:70][CH2:69][C:42]([OH:44])=[O:43])=[O:72]. The yield is 0.510. (3) The yield is 0.860. The product is [O:11]=[C:9]([CH3:10])[CH2:8][C:5]1[CH:4]=[CH:3][C:2]([O:1][CH2:13][CH2:14][CH2:15][N:16]2[C:20](=[O:21])[C:19]3[C:18](=[CH:25][CH:24]=[CH:23][CH:22]=3)[C:17]2=[O:26])=[CH:7][CH:6]=1. The catalyst is CN(C)C=O. The reactants are [OH:1][C:2]1[CH:7]=[CH:6][C:5]([CH2:8][C:9](=[O:11])[CH3:10])=[CH:4][CH:3]=1.Br[CH2:13][CH2:14][CH2:15][N:16]1[C:20](=[O:21])[C:19]2=[CH:22][CH:23]=[CH:24][CH:25]=[C:18]2[C:17]1=[O:26].C(=O)([O-])[O-].[K+].[K+]. (4) The reactants are Br[C:2]1[CH:7]=[C:6]([C:8]([F:11])([F:10])[F:9])[CH:5]=[C:4]([F:12])[CH:3]=1.[S].CS(O[CH:19]1[CH2:28][CH2:27][C:22]2([O:26][CH2:25][CH2:24][O:23]2)[CH2:21][CH2:20]1)(=O)=O.C([O-])(O)=O.[Na+].C1C=C(Cl)C=C(C(OO)=O)C=1.[OH-].[Na+].[O-:47][S:48]([O-])(=S)=[O:49].[Na+].[Na+]. The catalyst is C1COCC1.CCCCCC.CCOCC. The product is [F:12][C:4]1[CH:3]=[C:2]([S:48]([CH:19]2[CH2:20][CH2:21][C:22]3([O:23][CH2:24][CH2:25][O:26]3)[CH2:27][CH2:28]2)(=[O:49])=[O:47])[CH:7]=[C:6]([C:8]([F:11])([F:10])[F:9])[CH:5]=1. The yield is 0.700. (5) The reactants are [N:1]1([CH2:6][CH2:7][CH2:8][O:9][C:10]2[CH:15]=[CH:14][C:13]([C:16]3([CH2:22][OH:23])[CH2:21][CH2:20][O:19][CH2:18][CH2:17]3)=[CH:12][CH:11]=2)[CH2:5][CH2:4][CH2:3][CH2:2]1.Br[C:25]1[CH:30]=[CH:29][N:28]=[CH:27][CH:26]=1. No catalyst specified. The product is [N:1]1([CH2:6][CH2:7][CH2:8][O:9][C:10]2[CH:15]=[CH:14][C:13]([C:16]3([CH2:22][O:23][C:25]4[CH:30]=[CH:29][N:28]=[CH:27][CH:26]=4)[CH2:17][CH2:18][O:19][CH2:20][CH2:21]3)=[CH:12][CH:11]=2)[CH2:5][CH2:4][CH2:3][CH2:2]1. The yield is 0.600. (6) The reactants are [Br:1][C:2]1[CH:9]=[CH:8][C:5]([CH2:6]Br)=[CH:4][CH:3]=1.[C:10]1([OH:16])[CH:15]=[CH:14][CH:13]=[CH:12][CH:11]=1.C(=O)([O-])[O-].[K+].[K+]. The catalyst is CN(C)C=O. The product is [Br:1][C:2]1[CH:9]=[CH:8][C:5]([CH2:6][O:16][C:10]2[CH:15]=[CH:14][CH:13]=[CH:12][CH:11]=2)=[CH:4][CH:3]=1. The yield is 0.890. (7) The reactants are [NH2:1][C:2]1[CH:7]=[C:6]([NH:8][C:9](=[O:18])[C:10]2[C:15]([Cl:16])=[CH:14][CH:13]=[CH:12][C:11]=2[Cl:17])[CH:5]=[CH:4][N:3]=1.[C@@H:19]1([C:25](O)=[O:26])[CH2:21][C@H:20]1[C:22]([OH:24])=[O:23].CN(C(ON1N=NC2C=CC=NC1=2)=[N+](C)C)C.F[P-](F)(F)(F)(F)F. The catalyst is CN(C=O)C. The product is [Cl:16][C:15]1[CH:14]=[CH:13][CH:12]=[C:11]([Cl:17])[C:10]=1[C:9]([NH:8][C:6]1[CH:5]=[CH:4][N:3]=[C:2]([NH:1][C:25]([C@@H:19]2[CH2:21][C@H:20]2[C:22]([OH:24])=[O:23])=[O:26])[CH:7]=1)=[O:18]. The yield is 0.670.